From a dataset of Catalyst prediction with 721,799 reactions and 888 catalyst types from USPTO. Predict which catalyst facilitates the given reaction. (1) Reactant: [CH:1]1([CH2:7][NH:8][C:9]([NH:11][NH:12][C:13](=O)[CH2:14][CH2:15][N:16]2[CH2:21][CH2:20][N:19]([C:22]3[CH:27]=[CH:26][CH:25]=[C:24]([N+:28]([O-:30])=[O:29])[CH:23]=3)[CH2:18][CH2:17]2)=[O:10])[CH2:6][CH2:5][CH2:4][CH2:3][CH2:2]1.Cl. Product: [CH:1]1([CH2:7][N:8]2[C:13]([CH2:14][CH2:15][N:16]3[CH2:21][CH2:20][N:19]([C:22]4[CH:27]=[CH:26][CH:25]=[C:24]([N+:28]([O-:30])=[O:29])[CH:23]=4)[CH2:18][CH2:17]3)=[N:12][NH:11][C:9]2=[O:10])[CH2:6][CH2:5][CH2:4][CH2:3][CH2:2]1. The catalyst class is: 74. (2) Reactant: [H-].[Na+].[CH2:3]([C:5]1([CH2:20][CH3:21])[C:11](=[O:12])[NH:10][C:9]2[CH:13]=[CH:14][C:15]([O:17][CH3:18])=[CH:16]C=2NC1=O)[CH3:4].[CH3:22]I.O.[CH3:25][N:26]([CH:28]=[O:29])[CH3:27]. Product: [CH2:20]([C:5]1([CH2:3][CH3:4])[C:11](=[O:12])[N:10]([CH3:22])[C:9]2[CH:13]=[CH:14][C:15]([O:17][CH3:18])=[CH:16][C:25]=2[N:26]([CH3:27])[C:28]1=[O:29])[CH3:21]. The catalyst class is: 13. (3) Reactant: [F:1][C:2]1[CH:3]=[CH:4][C:5]([N:10]2[CH2:15][CH2:14][N:13]([CH3:16])[CH2:12][CH2:11]2)=[C:6]([CH:9]=1)[CH:7]=O.C([N:20]1[CH2:24][CH2:23][CH2:22][C:21]1=[O:25])(=O)C.[H-].[Na+]. Product: [F:1][C:2]1[CH:3]=[CH:4][C:5]([N:10]2[CH2:15][CH2:14][N:13]([CH3:16])[CH2:12][CH2:11]2)=[C:6]([CH:9]=1)[CH:7]=[C:22]1[CH2:23][CH2:24][NH:20][C:21]1=[O:25]. The catalyst class is: 7. (4) Reactant: C([O-])(=[O:3])C.[Ca+2].C([O-])(=[O:8])C.[C:10](#[N:13])[CH:11]=[CH2:12].[C:14](#[N:18])[C:15]([CH3:17])=[CH2:16].[OH:19][CH:20]([CH2:24][CH3:25])[CH2:21][C:22]#[N:23]. Product: [C:10]([NH2:13])(=[O:3])[CH:11]=[CH2:12].[C:14]([NH2:18])(=[O:8])[C:15]([CH3:17])=[CH2:16].[OH:19][CH:20]([CH2:24][CH3:25])[CH2:21][C:22]([NH2:23])=[O:3]. The catalyst class is: 6. (5) Reactant: [F:1][C:2]1[CH:15]=[CH:14][C:5]([CH:6]=[C:7]2[S:11][C:10](=[O:12])[NH:9][C:8]2=S)=[C:4]([OH:16])[CH:3]=1.C(N(CC)CC)C.CI.[NH:26]1[CH:31]=[CH:30][CH2:29][CH2:28][NH:27]1. Product: [N:26]1([C:8]2=[N:9][C:10](=[O:12])[S:11]/[C:7]/2=[CH:6]\[C:5]2[CH:14]=[CH:15][C:2]([F:1])=[CH:3][C:4]=2[OH:16])[CH2:31][CH2:30][CH2:29][CH2:28][NH:27]1. The catalyst class is: 8. (6) Reactant: Cl.C([O:4][C:5](=O)[CH2:6][NH2:7])C.[N:9]([CH2:12][C:13]1[CH:21]=[CH:20][C:16]2[O:17][CH2:18][O:19][C:15]=2[CH:14]=1)=[C:10]=[S:11].C(=O)([O-])O.[Na+]. Product: [O:17]1[C:16]2[CH:20]=[CH:21][C:13]([CH2:12][N:9]3[C:5](=[O:4])[CH2:6][NH:7][C:10]3=[S:11])=[CH:14][C:15]=2[O:19][CH2:18]1. The catalyst class is: 3. (7) Reactant: [Br:1]Br.[OH:3][C:4]1[CH:11]=[CH:10][C:7]([CH:8]=[O:9])=[CH:6][CH:5]=1.C([O-])(O)=O.[Na+]. Product: [Br:1][C:5]1[CH:6]=[C:7]([CH:10]=[CH:11][C:4]=1[OH:3])[CH:8]=[O:9]. The catalyst class is: 22. (8) Reactant: [Cl:1][C:2]1[CH:7]=[CH:6][N:5]([C:8]2[CH:13]=[CH:12][CH:11]=[CH:10][C:9]=2[CH3:14])[C:4](=[O:15])[C:3]=1[CH:16]=[N:17]O.P(Cl)(Cl)(Cl)=O. Product: [Cl:1][C:2]1[CH:7]=[CH:6][N:5]([C:8]2[CH:13]=[CH:12][CH:11]=[CH:10][C:9]=2[CH3:14])[C:4](=[O:15])[C:3]=1[C:16]#[N:17]. The catalyst class is: 10. (9) Reactant: [F:1][C:2]1[CH:11]=[C:10]([CH2:12]O)[CH:9]=[CH:8][C:3]=1[C:4]([NH:6][CH3:7])=[O:5].S(Cl)([Cl:16])=O.C(=O)(O)[O-].[Na+]. Product: [Cl:16][CH2:12][C:10]1[CH:9]=[CH:8][C:3]([C:4]([NH:6][CH3:7])=[O:5])=[C:2]([F:1])[CH:11]=1. The catalyst class is: 1.